From a dataset of Reaction yield outcomes from USPTO patents with 853,638 reactions. Predict the reaction yield, written as a fraction of the theoretical maximum amount of product (1.0 means a 100% yield; for example, 0.34 means a 34% yield). (1) The reactants are Br[C:2](=[CH2:12])[CH2:3][C:4]([O:10][CH3:11])([CH3:9])[C:5]([O:7][CH3:8])=[O:6].C(#N)C.BrN1C(=[O:22])CCC1=O.[BrH:24]. The catalyst is ClCCl.O. The product is [Br:24][CH2:12][C:2](=[O:22])[CH2:3][C:4]([O:10][CH3:11])([CH3:9])[C:5]([O:7][CH3:8])=[O:6]. The yield is 0.928. (2) The catalyst is C1COCC1. The yield is 0.200. The reactants are [C:1]([C:3]1[CH:11]=[CH:10][C:6]([C:7](O)=[O:8])=[CH:5][N:4]=1)#[N:2].CCN(CC)CC.ClC(OCC)=O.[BH4-].[Na+]. The product is [OH:8][CH2:7][C:6]1[CH:10]=[CH:11][C:3]([C:1]#[N:2])=[N:4][CH:5]=1. (3) The reactants are [CH3:1][C:2]1[NH:3][C:4]2[C:9]([C:10]=1[CH2:11][C:12]1[CH:17]=[CH:16][C:15]([N+:18]([O-:20])=[O:19])=[CH:14][CH:13]=1)=[CH:8][CH:7]=[CH:6][CH:5]=2.C(=O)([O-])[O-].[Cs+].[Cs+].Br[CH2:28][C:29]([O:31][CH2:32][CH3:33])=[O:30]. The yield is 0.511. The catalyst is CN(C=O)C. The product is [CH3:1][C:2]1[N:3]([CH2:28][C:29]([O:31][CH2:32][CH3:33])=[O:30])[C:4]2[C:9]([C:10]=1[CH2:11][C:12]1[CH:17]=[CH:16][C:15]([N+:18]([O-:20])=[O:19])=[CH:14][CH:13]=1)=[CH:8][CH:7]=[CH:6][CH:5]=2. (4) The reactants are [CH2:1]([C:4]1[CH:9]=[CH:8][CH:7]=[C:6]([N+:10]([O-:12])=[O:11])[C:5]=1[OH:13])[CH:2]=[CH2:3].ClC1C=C(C=CC=1)C(OO)=[O:19].C(=O)([O-])[O-].[K+].[K+]. The catalyst is ClCCl.CO. The product is [N+:10]([C:6]1[C:5]2[O:13][CH:2]([CH2:3][OH:19])[CH2:1][C:4]=2[CH:9]=[CH:8][CH:7]=1)([O-:12])=[O:11]. The yield is 0.440.